Dataset: hERG Central: cardiac toxicity at 1µM, 10µM, and general inhibition. Task: Predict hERG channel inhibition at various concentrations. The drug is CCN(CC)c1cc(C)c2cc(NC(=O)c3ccccc3F)ccc2n1. Results: hERG_inhib (hERG inhibition (general)): blocker.